Task: Predict the reaction yield, written as a fraction of the theoretical maximum amount of product (1.0 means a 100% yield; for example, 0.34 means a 34% yield).. Dataset: Reaction yield outcomes from USPTO patents with 853,638 reactions (1) The reactants are Cl[C:2]1[CH:3]=[C:4]2[C:8](=[CH:9][CH:10]=1)[NH:7][CH:6]=[C:5]2[C:11]1[CH2:16][CH2:15][N:14]([C:17]([O:19][C:20]([CH3:23])([CH3:22])[CH3:21])=[O:18])[CH2:13][CH:12]=1.C([O-])=O.[NH4+]. The catalyst is CO.[Pd]. The product is [NH:7]1[C:8]2[C:4](=[CH:3][CH:2]=[CH:10][CH:9]=2)[C:5]([CH:11]2[CH2:16][CH2:15][N:14]([C:17]([O:19][C:20]([CH3:23])([CH3:22])[CH3:21])=[O:18])[CH2:13][CH2:12]2)=[CH:6]1. The yield is 0.610. (2) The reactants are [O:1]1[CH:5]=[CH:4][CH:3]=[C:2]1[C:6]([CH2:8]C(OCC)=O)=[O:7].[OH-].[K+].[N:16]([O-])=[O:17].[Na+].S(=O)(=O)(O)O. The catalyst is O.CCOCC. The product is [O:1]1[CH:5]=[CH:4][CH:3]=[C:2]1[C:6](=[O:7])/[CH:8]=[N:16]/[OH:17]. The yield is 0.613. (3) The reactants are [CH2:1]([O:5][C:6]1[CH:11]=[CH:10][C:9]([CH2:12][CH2:13][CH2:14][OH:15])=[C:8]([O:16][C:17]2[C:22]([Cl:23])=[CH:21][C:20]([C:24]([F:27])([F:26])[F:25])=[CH:19][N:18]=2)[CH:7]=1)[CH2:2][CH2:3][CH3:4].Cl[S:29]([N:32]=[C:33]=[O:34])(=[O:31])=[O:30].N1C=CC=CC=1.[CH:41]([O:44][CH2:45][CH2:46][NH2:47])([CH3:43])[CH3:42]. The catalyst is C1(C)C=CC=CC=1.O. The product is [CH:41]([O:44][CH2:45][CH2:46][NH:47][S:29]([NH:32][C:33](=[O:34])[O:15][CH2:14][CH2:13][CH2:12][C:9]1[CH:10]=[CH:11][C:6]([O:5][CH2:1][CH2:2][CH2:3][CH3:4])=[CH:7][C:8]=1[O:16][C:17]1[C:22]([Cl:23])=[CH:21][C:20]([C:24]([F:27])([F:26])[F:25])=[CH:19][N:18]=1)(=[O:31])=[O:30])([CH3:43])[CH3:42]. The yield is 0.610.